This data is from Forward reaction prediction with 1.9M reactions from USPTO patents (1976-2016). The task is: Predict the product of the given reaction. (1) Given the reactants Cl.Cl.[N:3]12[CH2:11][CH2:10][CH:7]([CH2:8][CH2:9]1)[NH:6][CH2:5][CH2:4]2.[N+:12]([C:15]1[C:16]([C:20](O)=[O:21])=[N:17][NH:18][CH:19]=1)([O-:14])=[O:13], predict the reaction product. The product is: [N+:12]([C:15]1[C:16]([C:20]([N:6]2[CH:7]3[CH2:10][CH2:11][N:3]([CH2:9][CH2:8]3)[CH2:4][CH2:5]2)=[O:21])=[N:17][NH:18][CH:19]=1)([O-:14])=[O:13]. (2) Given the reactants [CH2:1]([C:5]1[C:6]([C:16]([OH:18])=O)=[N:7][O:8][C:9]=1[C:10]1[CH:15]=[CH:14][CH:13]=[CH:12][CH:11]=1)[CH2:2][CH2:3][CH3:4].[Li].O/[N:21]=[C:22](/[C:24]1[CH:41]=[CH:40][C:27]([CH2:28][N:29]2[CH2:32][CH:31]([C:33]([O:35][C:36]([CH3:39])([CH3:38])[CH3:37])=[O:34])[CH2:30]2)=[CH:26][CH:25]=1)\[NH2:23].Cl.C(N=C=NCCCN(C)C)C.C1C=CC2N(O)N=NC=2C=1, predict the reaction product. The product is: [CH2:1]([C:5]1[C:6]([C:16]2[O:18][N:23]=[C:22]([C:24]3[CH:25]=[CH:26][C:27]([CH2:28][N:29]4[CH2:30][CH:31]([C:33]([O:35][C:36]([CH3:37])([CH3:39])[CH3:38])=[O:34])[CH2:32]4)=[CH:40][CH:41]=3)[N:21]=2)=[N:7][O:8][C:9]=1[C:10]1[CH:11]=[CH:12][CH:13]=[CH:14][CH:15]=1)[CH2:2][CH2:3][CH3:4]. (3) Given the reactants C([O:3][C:4](=O)[CH2:5][O:6][C:7]1[C:12]([N+:13]([O-])=O)=[CH:11][CH:10]=[C:9]([NH:16][CH2:17][C:18]2[CH:23]=[CH:22][C:21]([O:24][CH3:25])=[CH:20][C:19]=2[O:26][CH3:27])[N:8]=1)C.C(O)(=O)C, predict the reaction product. The product is: [CH3:27][O:26][C:19]1[CH:20]=[C:21]([O:24][CH3:25])[CH:22]=[CH:23][C:18]=1[CH2:17][NH:16][C:9]1[CH:10]=[CH:11][C:12]2[NH:13][C:4](=[O:3])[CH2:5][O:6][C:7]=2[N:8]=1. (4) Given the reactants [C:1]([O:5][C:6](=[O:22])[NH:7][C:8]1[CH:13]=[C:12]([N:14]([CH2:16][CH2:17][O:18][CH3:19])[CH3:15])[C:11]([Cl:20])=[CH:10][C:9]=1[NH2:21])([CH3:4])([CH3:3])[CH3:2].C([O:27][C:28](=O)[CH2:29][C:30](=[O:50])[C:31]1[CH:36]=[CH:35][CH:34]=[C:33]([N:37]2[C:41]([CH2:42][O:43][CH:44]3[CH2:49][CH2:48][CH2:47][CH2:46][O:45]3)=[CH:40][N:39]=[N:38]2)[CH:32]=1)(C)(C)C, predict the reaction product. The product is: [C:1]([O:5][C:6](=[O:22])[NH:7][C:8]1[CH:13]=[C:12]([N:14]([CH2:16][CH2:17][O:18][CH3:19])[CH3:15])[C:11]([Cl:20])=[CH:10][C:9]=1[NH:21][C:28](=[O:27])[CH2:29][C:30](=[O:50])[C:31]1[CH:36]=[CH:35][CH:34]=[C:33]([N:37]2[C:41]([CH2:42][O:43][CH:44]3[CH2:49][CH2:48][CH2:47][CH2:46][O:45]3)=[CH:40][N:39]=[N:38]2)[CH:32]=1)([CH3:4])([CH3:2])[CH3:3].